From a dataset of Full USPTO retrosynthesis dataset with 1.9M reactions from patents (1976-2016). Predict the reactants needed to synthesize the given product. Given the product [CH2:14]([N:1]1[C:9]2[C:4](=[CH:5][CH:6]=[CH:7][CH:8]=2)[CH:3]=[N:2]1)[C:13]#[CH:12], predict the reactants needed to synthesize it. The reactants are: [NH:1]1[C:9]2[C:4](=[CH:5][CH:6]=[CH:7][CH:8]=2)[CH:3]=[N:2]1.[H-].[Na+].[CH2:12](Br)[C:13]#[CH:14].